From a dataset of NCI-60 drug combinations with 297,098 pairs across 59 cell lines. Regression. Given two drug SMILES strings and cell line genomic features, predict the synergy score measuring deviation from expected non-interaction effect. Drug 1: C1CCN(CC1)CCOC2=CC=C(C=C2)C(=O)C3=C(SC4=C3C=CC(=C4)O)C5=CC=C(C=C5)O. Drug 2: C1CCC(CC1)NC(=O)N(CCCl)N=O. Cell line: SN12C. Synergy scores: CSS=32.6, Synergy_ZIP=-3.97, Synergy_Bliss=-0.556, Synergy_Loewe=3.18, Synergy_HSA=3.26.